Dataset: Reaction yield outcomes from USPTO patents with 853,638 reactions. Task: Predict the reaction yield, written as a fraction of the theoretical maximum amount of product (1.0 means a 100% yield; for example, 0.34 means a 34% yield). (1) The reactants are [CH2:1]([NH:3][C:4]1[C:9]([CH:10]=O)=[CH:8][N:7]=[C:6]([NH:12][C:13]2[CH:18]=[CH:17][CH:16]=[CH:15][CH:14]=2)[N:5]=1)[CH3:2].[C:19]([CH:24]=P(C1C=CC=CC=1)(C1C=CC=CC=1)C1C=CC=CC=1)([O:21][CH2:22][CH3:23])=[O:20]. The catalyst is O1CCCC1. The product is [CH2:1]([NH:3][C:4]1[C:9]([CH:10]=[CH:24][C:19]([O:21][CH2:22][CH3:23])=[O:20])=[CH:8][N:7]=[C:6]([NH:12][C:13]2[CH:18]=[CH:17][CH:16]=[CH:15][CH:14]=2)[N:5]=1)[CH3:2]. The yield is 0.860. (2) The catalyst is CO.CC(C)=O.O.[Cu-]=O. The reactants are N[C:2]1[CH:7]=[CH:6][C:5]([C:8](=[O:10])[CH3:9])=[CH:4][C:3]=1[CH3:11].[BrH:12].N([O-])=O.[Na+].[C:17]([O:21][CH3:22])(=[O:20])[CH:18]=[CH2:19]. The product is [C:8]([C:5]1[CH:6]=[CH:7][C:2]([CH2:19][CH:18]([Br:12])[C:17]([O:21][CH3:22])=[O:20])=[C:3]([CH3:11])[CH:4]=1)(=[O:10])[CH3:9]. The yield is 0.820. (3) The product is [CH3:1][O:2][C:3](=[O:31])[NH:4][CH:5]([C:9]([N:11]1[CH2:15][CH:14]([CH2:16][O:17][CH3:18])[CH2:13][CH:12]1[C:19]1[NH:20][C:21]([C:24]2[CH:29]=[CH:28][C:27]([B:32]3[O:36][C:35]([CH3:38])([CH3:37])[C:34]([CH3:40])([CH3:39])[O:33]3)=[CH:26][CH:25]=2)=[CH:22][N:23]=1)=[O:10])[CH:6]([CH3:8])[CH3:7]. The catalyst is O1CCOCC1.C1C=CC(P(C2C=CC=CC=2)[C-]2C=CC=C2)=CC=1.C1C=CC(P(C2C=CC=CC=2)[C-]2C=CC=C2)=CC=1.Cl[Pd]Cl.[Fe+2]. The yield is 0.780. The reactants are [CH3:1][O:2][C:3](=[O:31])[NH:4][CH:5]([C:9]([N:11]1[CH2:15][CH:14]([CH2:16][O:17][CH3:18])[CH2:13][CH:12]1[C:19]1[NH:20][C:21]([C:24]2[CH:29]=[CH:28][C:27](Br)=[CH:26][CH:25]=2)=[CH:22][N:23]=1)=[O:10])[CH:6]([CH3:8])[CH3:7].[B:32]1([B:32]2[O:36][C:35]([CH3:38])([CH3:37])[C:34]([CH3:40])([CH3:39])[O:33]2)[O:36][C:35]([CH3:38])([CH3:37])[C:34]([CH3:40])([CH3:39])[O:33]1.CC([O-])=O.[K+]. (4) The reactants are [C:1]([O:5][C:6]([N:8]1[CH2:13][CH2:12][N:11]([C:14]2[CH:19]=[CH:18][C:17]([N+:20]([O-:22])=[O:21])=[C:16]([NH2:23])[CH:15]=2)[CH2:10][CH2:9]1)=[O:7])([CH3:4])([CH3:3])[CH3:2].[O:24]([CH2:31][C:32](Cl)=[O:33])[C:25]1[CH:30]=[CH:29][CH:28]=[CH:27][CH:26]=1.C(N(CC)CC)C. The catalyst is C1COCC1. The product is [C:1]([O:5][C:6]([N:8]1[CH2:9][CH2:10][N:11]([C:14]2[CH:19]=[CH:18][C:17]([N+:20]([O-:22])=[O:21])=[C:16]([NH:23][C:32](=[O:33])[CH2:31][O:24][C:25]3[CH:30]=[CH:29][CH:28]=[CH:27][CH:26]=3)[CH:15]=2)[CH2:12][CH2:13]1)=[O:7])([CH3:4])([CH3:2])[CH3:3]. The yield is 0.810. (5) The reactants are [CH3:1][C:2]1[S:6][C:5]2[CH:7]=[C:8]([O:11][C:12]3[CH:17]=[CH:16][N:15]=[C:14]4[CH:18]=[C:19]([CH3:21])[S:20][C:13]=34)[CH:9]=[CH:10][C:4]=2[C:3]=1[C:22]([OH:24])=O.S(Cl)([Cl:27])=O. No catalyst specified. The product is [CH3:1][C:2]1[S:6][C:5]2[CH:7]=[C:8]([O:11][C:12]3[CH:17]=[CH:16][N:15]=[C:14]4[CH:18]=[C:19]([CH3:21])[S:20][C:13]=34)[CH:9]=[CH:10][C:4]=2[C:3]=1[C:22]([Cl:27])=[O:24]. The yield is 0.970. (6) The catalyst is CN1CCCC1=O.C([O-])(=O)C.[Pd+2].C([O-])(=O)C. The product is [OH:10][C:4]1[CH:3]=[C:2]([C:16]2[S:15][CH:14]=[N:13][C:12]=2[CH3:11])[CH:9]=[CH:8][C:5]=1[C:6]#[N:7]. The reactants are Br[C:2]1[CH:9]=[CH:8][C:5]([C:6]#[N:7])=[C:4]([OH:10])[CH:3]=1.[CH3:11][C:12]1[N:13]=[CH:14][S:15][CH:16]=1.C([O-])(=O)C.[K+].O. The yield is 0.730. (7) The reactants are [NH2:1][C:2]([C@@H:4]1[CH2:8][CH2:7][C@H:6]([C:9]2[CH:14]=[CH:13][CH:12]=[C:11]([O:15][CH2:16][C:17]3[CH:22]=[CH:21][CH:20]=[CH:19][CH:18]=3)[CH:10]=2)[N:5]1C(OC(C)(C)C)=O)=[O:3].C([Cl:33])(=O)C. The catalyst is C(OCC)(=O)C.CO. The product is [ClH:33].[C:17]1([CH2:16][O:15][C:11]2[CH:10]=[C:9]([C@@H:6]3[NH:5][C@H:4]([C:2]([NH2:1])=[O:3])[CH2:8][CH2:7]3)[CH:14]=[CH:13][CH:12]=2)[CH:18]=[CH:19][CH:20]=[CH:21][CH:22]=1. The yield is 0.600. (8) The reactants are [CH2:1]([Li])CCC.[CH:6]([CH:8]1[CH2:10][CH:9]1[C:11]1[C:19]2[C:14](=[CH:15][CH:16]=[C:17]([C:20]#[N:21])[CH:18]=2)[N:13]([S:22]([C:25]2[CH:30]=[CH:29][C:28]([CH3:31])=[CH:27][CH:26]=2)(=[O:24])=[O:23])[CH:12]=1)=O. The catalyst is [Br-].C[P+](C1C=CC=CC=1)(C1C=CC=CC=1)C1C=CC=CC=1.C1COCC1. The product is [C:28]1([CH3:31])[CH:27]=[CH:26][C:25]([S:22]([N:13]2[C:14]3[C:19](=[CH:18][C:17]([C:20]#[N:21])=[CH:16][CH:15]=3)[C:11]([CH:9]3[CH2:10][CH:8]3[CH:6]=[CH2:1])=[CH:12]2)(=[O:23])=[O:24])=[CH:30][CH:29]=1. The yield is 0.710. (9) The reactants are [CH3:1][O:2][C:3]1[CH:40]=[CH:39][C:6]([C:7]([CH:22]([OH:38])[C@H:23]2[S:27][C@@H:26]([N:28]3[CH:35]=[CH:34][C:32]([NH2:33])=[N:31][C:29]3=[O:30])[C@H:25]([OH:36])[C@@H:24]2[OH:37])([C:16]2[CH:21]=[CH:20][CH:19]=[CH:18][CH:17]=2)[C:8]2[CH:13]=[CH:12][C:11]([O:14][CH3:15])=[CH:10][CH:9]=2)=[CH:5][CH:4]=1.[C:41](O[C:41](=[O:48])[C:42]1[CH:47]=[CH:46][CH:45]=[CH:44][CH:43]=1)(=[O:48])[C:42]1[CH:47]=[CH:46][CH:45]=[CH:44][CH:43]=1. The catalyst is CN(C=O)C. The product is [C:41]([NH:33][C:32]1[CH:34]=[CH:35][N:28]([C@@H:26]2[S:27][C@H:23]([CH:22]([C:7]([C:16]3[CH:17]=[CH:18][CH:19]=[CH:20][CH:21]=3)([C:8]3[CH:9]=[CH:10][C:11]([O:14][CH3:15])=[CH:12][CH:13]=3)[C:6]3[CH:39]=[CH:40][C:3]([O:2][CH3:1])=[CH:4][CH:5]=3)[OH:38])[C@@H:24]([OH:37])[C@H:25]2[OH:36])[C:29](=[O:30])[N:31]=1)(=[O:48])[C:42]1[CH:47]=[CH:46][CH:45]=[CH:44][CH:43]=1. The yield is 0.850. (10) The reactants are [CH3:1][O:2][C:3](=[O:15])[C:4]1[C:5](=[C:10](I)[CH:11]=[CH:12][CH:13]=1)[C:6]([O:8][CH3:9])=[O:7].[CH2:16]1[O:25][C:24]2[CH:23]=[CH:22][C:20]([NH2:21])=[CH:19][C:18]=2[O:17]1.C1C=CC(P(C2C(C3C(P(C4C=CC=CC=4)C4C=CC=CC=4)=CC=C4C=3C=CC=C4)=C3C(C=CC=C3)=CC=2)C2C=CC=CC=2)=CC=1.C(=O)([O-])[O-].[Cs+].[Cs+]. The catalyst is C1(C)C=CC=CC=1.C(Cl)Cl.C1C=CC(/C=C/C(/C=C/C2C=CC=CC=2)=O)=CC=1.C1C=CC(/C=C/C(/C=C/C2C=CC=CC=2)=O)=CC=1.C1C=CC(/C=C/C(/C=C/C2C=CC=CC=2)=O)=CC=1.[Pd].[Pd]. The product is [CH3:1][O:2][C:3](=[O:15])[C:4]1[C:5](=[C:10]([NH:21][C:20]2[CH:22]=[CH:23][C:24]3[O:25][CH2:16][O:17][C:18]=3[CH:19]=2)[CH:11]=[CH:12][CH:13]=1)[C:6]([O:8][CH3:9])=[O:7]. The yield is 0.670.